This data is from Catalyst prediction with 721,799 reactions and 888 catalyst types from USPTO. The task is: Predict which catalyst facilitates the given reaction. (1) Reactant: [C:1]([Cl:4])(Cl)=[O:2].[C:5]1([S:11]([C:14]2[CH:23]=[CH:22][C:17]3[NH:18][CH2:19][CH2:20][O:21][C:16]=3[CH:15]=2)(=[O:13])=[O:12])[CH:10]=[CH:9][CH:8]=[CH:7][CH:6]=1.C(N(CC)CC)C. Product: [C:5]1([S:11]([C:14]2[CH:23]=[CH:22][C:17]3[N:18]([C:1]([Cl:4])=[O:2])[CH2:19][CH2:20][O:21][C:16]=3[CH:15]=2)(=[O:13])=[O:12])[CH:10]=[CH:9][CH:8]=[CH:7][CH:6]=1. The catalyst class is: 4. (2) Reactant: CC1C=CC(S(O[CH2:12][C:13]([OH:16])([CH3:15])[CH3:14])(=O)=O)=CC=1.[NH2:17][C@:18]12[CH2:61][CH2:60][C@@H:59]([C:62]([CH3:64])=[CH2:63])[C@@H:19]1[C@@H:20]1[C@@:33]([CH3:36])([CH2:34][CH2:35]2)[C@@:32]2([CH3:37])[C@@H:23]([C@:24]3([CH3:58])[C@@H:29]([CH2:30][CH2:31]2)[C:28]([CH3:39])([CH3:38])[C:27]([C:40]2[CH2:45][CH2:44][C@@:43]([CH2:56][F:57])([C:46]([O:48][CH2:49][C:50]4[CH:55]=[CH:54][CH:53]=[CH:52][CH:51]=4)=[O:47])[CH2:42][CH:41]=2)=[CH:26][CH2:25]3)[CH2:22][CH2:21]1.[O-]P([O-])([O-])=O.[K+].[K+].[K+].[I-].[K+]. The catalyst class is: 47. Product: [F:57][CH2:56][C@@:43]1([C:46]([O:48][CH2:49][C:50]2[CH:51]=[CH:52][CH:53]=[CH:54][CH:55]=2)=[O:47])[CH2:44][CH2:45][C:40]([C:27]2[C:28]([CH3:38])([CH3:39])[C@H:29]3[C@:24]([CH3:58])([CH2:25][CH:26]=2)[C@@H:23]2[C@:32]([CH3:37])([C@@:33]4([CH3:36])[C@H:20]([CH2:21][CH2:22]2)[C@H:19]2[C@H:59]([C:62]([CH3:64])=[CH2:63])[CH2:60][CH2:61][C@:18]2([NH:17][CH2:12][C:13]([OH:16])([CH3:15])[CH3:14])[CH2:35][CH2:34]4)[CH2:31][CH2:30]3)=[CH:41][CH2:42]1. (3) Reactant: [OH:1][C:2]([CH2:26][CH2:27][CH3:28])([CH2:23][CH2:24][CH3:25])[CH2:3][CH2:4][C:5]1[CH:6]=[C:7]([C:11](=O)[CH2:12][CH2:13][NH:14][C:15](=[O:21])[O:16][C:17]([CH3:20])([CH3:19])[CH3:18])[CH:8]=[CH:9][CH:10]=1.[CH2:29]1COCC1. Product: [OH:1][C:2]([CH2:26][CH2:27][CH3:28])([CH2:23][CH2:24][CH3:25])[CH2:3][CH2:4][C:5]1[CH:6]=[C:7]([C:11](=[CH2:29])[CH2:12][CH2:13][NH:14][C:15](=[O:21])[O:16][C:17]([CH3:20])([CH3:19])[CH3:18])[CH:8]=[CH:9][CH:10]=1. The catalyst class is: 629. (4) Reactant: [Si]([O:8][C@H:9]([C:37]1[CH:42]=[CH:41][C:40]([OH:43])=[C:39]([CH2:44][OH:45])[CH:38]=1)[CH2:10][NH:11][C@H:12]([CH3:36])[CH2:13][C:14]1[CH:15]=[C:16]([CH2:20][C:21]([NH:23][CH2:24][CH2:25][C:26]2[CH:31]=[CH:30][C:29]([O:32][CH3:33])=[C:28]([O:34][CH3:35])[CH:27]=2)=[O:22])[CH:17]=[CH:18][CH:19]=1)(C(C)(C)C)(C)C. The catalyst class is: 28. Product: [CH3:35][O:34][C:28]1[CH:27]=[C:26]([CH2:25][CH2:24][NH:23][C:21](=[O:22])[CH2:20][C:16]2[CH:17]=[CH:18][CH:19]=[C:14]([CH2:13][C@H:12]([NH:11][CH2:10][C@H:9]([OH:8])[C:37]3[CH:42]=[CH:41][C:40]([OH:43])=[C:39]([CH2:44][OH:45])[CH:38]=3)[CH3:36])[CH:15]=2)[CH:31]=[CH:30][C:29]=1[O:32][CH3:33]. (5) The catalyst class is: 10. Reactant: Cl.[CH2:2]([O:4][C:5](=[O:8])[CH2:6][NH2:7])[CH3:3].C(=O)([O-])[O-].[K+].[K+].Cl[CH2:16][C:17]1[O:21][N:20]=[C:19]([CH3:22])[N:18]=1.[I-].[Na+]. Product: [CH3:22][C:19]1[N:18]=[C:17]([CH2:16][NH:7][CH2:6][C:5]([O:4][CH2:2][CH3:3])=[O:8])[O:21][N:20]=1. (6) Reactant: Cl[C:2]1[N:7]=[C:6]([C:8]2[S:12][C:11]([CH:13]([CH3:15])[CH3:14])=[N:10][C:9]=2[C:16]2[CH:17]=[C:18]([NH:22][S:23]([C:26]3[CH:31]=[CH:30][CH:29]=[C:28]([F:32])[CH:27]=3)(=[O:25])=[O:24])[CH:19]=[CH:20][CH:21]=2)[CH:5]=[CH:4][N:3]=1.[NH2:33][CH2:34][C:35]([OH:37])=[O:36].C([O-])([O-])=O.[K+].[K+]. Product: [F:32][C:28]1[CH:27]=[C:26]([S:23]([NH:22][C:18]2[CH:17]=[C:16]([C:9]3[N:10]=[C:11]([CH:13]([CH3:15])[CH3:14])[S:12][C:8]=3[C:6]3[CH:5]=[CH:4][N:3]=[C:2]([NH:33][CH2:34][C:35]([OH:37])=[O:36])[N:7]=3)[CH:21]=[CH:20][CH:19]=2)(=[O:25])=[O:24])[CH:31]=[CH:30][CH:29]=1. The catalyst class is: 51. (7) Reactant: [I:1][C:2]1[C:3](=[O:17])[NH:4][C:5](=[O:16])[N:6]([CH:15]=1)[C@@H:7]1[O:14][C@H:11]([CH2:12][OH:13])[C@@H:9]([OH:10])[CH2:8]1.N1C=CN=C1.[CH3:23][C:24]([Si:27](Cl)([CH3:29])[CH3:28])([CH3:26])[CH3:25]. Product: [Si:27]([O:13][CH2:12][C@H:11]1[O:14][C@@H:7]([N:6]2[CH:15]=[C:2]([I:1])[C:3](=[O:17])[NH:4][C:5]2=[O:16])[CH2:8][C@@H:9]1[OH:10])([C:24]([CH3:26])([CH3:25])[CH3:23])([CH3:29])[CH3:28]. The catalyst class is: 9.